This data is from Full USPTO retrosynthesis dataset with 1.9M reactions from patents (1976-2016). The task is: Predict the reactants needed to synthesize the given product. Given the product [Cl:12][C:8]1[C:7]([F:13])=[C:6]2[C:11]([CH:2]=[CH:3][C:4]([C:14]3[CH:19]=[CH:18][CH:17]=[CH:16][CH:15]=3)=[N:5]2)=[CH:10][CH:9]=1, predict the reactants needed to synthesize it. The reactants are: Br[C:2]1[C:11]2[C:6](=[C:7]([F:13])[C:8]([Cl:12])=[CH:9][CH:10]=2)[N:5]=[C:4]([C:14]2[CH:19]=[CH:18][CH:17]=[CH:16][CH:15]=2)[CH:3]=1.C1COCC1.C([Li])CCC.C(O)(=O)C.